This data is from Catalyst prediction with 721,799 reactions and 888 catalyst types from USPTO. The task is: Predict which catalyst facilitates the given reaction. (1) Reactant: [N+:1]([C:4]1[O:8][C:7]([C:9](Cl)=[O:10])=[CH:6][CH:5]=1)([O-:3])=[O:2].[N:12]1([C:18]2[CH:19]=[C:20]([NH2:24])[CH:21]=[CH:22][CH:23]=2)[CH2:17][CH2:16][O:15][CH2:14][CH2:13]1.CCN(CC)CC. Product: [N:12]1([C:18]2[CH:19]=[C:20]([NH:24][C:9]([C:7]3[O:8][C:4]([N+:1]([O-:3])=[O:2])=[CH:5][CH:6]=3)=[O:10])[CH:21]=[CH:22][CH:23]=2)[CH2:13][CH2:14][O:15][CH2:16][CH2:17]1. The catalyst class is: 2. (2) Reactant: [H-].[Na+].[CH3:3][O:4][C:5]1[CH:10]=[CH:9][C:8]([N:11]2[CH2:16][CH2:15][N:14]([C:17]3[C:18]([CH3:31])=[C:19]([CH3:30])[C:20]4[O:24][C:23]([CH3:26])([CH3:25])[CH:22]([OH:27])[C:21]=4[C:28]=3[CH3:29])[CH2:13][CH2:12]2)=[CH:7][CH:6]=1.[CH2:32](Br)[C:33]1[CH:38]=[CH:37][CH:36]=[CH:35][CH:34]=1.O. Product: [CH2:32]([O:27][CH:22]1[C:21]2[C:28]([CH3:29])=[C:17]([N:14]3[CH2:13][CH2:12][N:11]([C:8]4[CH:7]=[CH:6][C:5]([O:4][CH3:3])=[CH:10][CH:9]=4)[CH2:16][CH2:15]3)[C:18]([CH3:31])=[C:19]([CH3:30])[C:20]=2[O:24][C:23]1([CH3:26])[CH3:25])[C:33]1[CH:38]=[CH:37][CH:36]=[CH:35][CH:34]=1. The catalyst class is: 3. (3) Reactant: [Br:1][C:2]1[CH:30]=[CH:29][C:28]([F:31])=[CH:27][C:3]=1[O:4][CH:5]1[CH2:10][CH2:9][N:8]([C:11]2[S:12][C:13]3[C:18](Cl)=[N:17][C:16]([CH2:20][CH2:21][C:22]([O:24]C)=[O:23])=[N:15][C:14]=3[N:26]=2)[CH2:7][CH2:6]1.[CH2:32]([OH:36])[CH2:33][CH2:34][OH:35].[OH-].[Na+].OP([O-])(O)=O.[K+]. Product: [Br:1][C:2]1[CH:30]=[CH:29][C:28]([F:31])=[CH:27][C:3]=1[O:4][CH:5]1[CH2:6][CH2:7][N:8]([C:11]2[S:12][C:13]3[C:18]([O:35][CH2:34][CH2:33][CH2:32][OH:36])=[N:17][C:16]([CH2:20][CH2:21][C:22]([OH:24])=[O:23])=[N:15][C:14]=3[N:26]=2)[CH2:9][CH2:10]1. The catalyst class is: 7. (4) Reactant: [Cl-].[Ca+2].[Cl-].[OH:4][C:5]1[CH:12]=[CH:11][C:8]([CH2:9][NH2:10])=[CH:7][CH:6]=1.C(N(CC)CC)C.[CH3:20][O:21][C:22]1[CH:23]=[C:24]([CH:28]=[CH:29][C:30]=1[O:31][CH3:32])[C:25](Cl)=[O:26]. Product: [OH:4][C:5]1[CH:12]=[CH:11][C:8]([CH2:9][NH:10][C:25](=[O:26])[C:24]2[CH:28]=[CH:29][C:30]([O:31][CH3:32])=[C:22]([O:21][CH3:20])[CH:23]=2)=[CH:7][CH:6]=1. The catalyst class is: 4. (5) Reactant: [NH2:1][C:2]1[CH:10]=[C:9]([Cl:11])[CH:8]=[CH:7][C:3]=1[C:4]([OH:6])=[O:5].Cl[C:13]([O:15][CH2:16][CH3:17])=[O:14]. Product: [Cl:11][C:9]1[CH:8]=[CH:7][C:3]([C:4]([OH:6])=[O:5])=[C:2]([NH:1][C:13]([O:15][CH2:16][CH3:17])=[O:14])[CH:10]=1. The catalyst class is: 1. (6) Reactant: [CH2:1]([O:3][C:4]1[N:8]([C:9]2[C:17]3[O:16][CH2:15][C@H:14]([N:18](C(=O)C(F)(F)F)[C:19]4[CH:32]=[CH:31][C:22]5[C@H:23]([CH2:26][C:27]([O:29]C)=[O:28])[CH2:24][O:25][C:21]=5[CH:20]=4)[C:13]=3[CH:12]=[CH:11][CH:10]=2)[C:7]2[CH:39]=[CH:40][CH:41]=[CH:42][C:6]=2[N:5]=1)[CH3:2].[OH-].[Na+].Cl. Product: [CH2:1]([O:3][C:4]1[N:8]([C:9]2[C:17]3[O:16][CH2:15][C@H:14]([NH:18][C:19]4[CH:32]=[CH:31][C:22]5[C@H:23]([CH2:26][C:27]([OH:29])=[O:28])[CH2:24][O:25][C:21]=5[CH:20]=4)[C:13]=3[CH:12]=[CH:11][CH:10]=2)[C:7]2[CH:39]=[CH:40][CH:41]=[CH:42][C:6]=2[N:5]=1)[CH3:2]. The catalyst class is: 193. (7) Reactant: [CH:1](NC(C)C)(C)C.C([Li])CCC.[Cl:13][C:14]1[CH:15]=[C:16]([N:22]2[C@@H:30]([CH:31]3[CH2:35][CH2:34][CH2:33][CH2:32]3)[C@@H:29]3[C:24]([C:25]4[CH:39]=[CH:38][C:37]([C:40]([O:42]C)=[O:41])=[CH:36][C:26]=4[CH2:27][CH2:28]3)=[N:23]2)[CH:17]=[CH:18][C:19]=1[C:20]#[N:21].IC.C[Si](C)(C)[N-][Si](C)(C)C.[Li+].[OH-].[Na+].Cl. Product: [Cl:13][C:14]1[CH:15]=[C:16]([N:22]2[C@@H:30]([CH:31]3[CH2:32][CH2:33][CH2:34][CH2:35]3)[C@:29]3([CH3:1])[C:24]([C:25]4[CH:39]=[CH:38][C:37]([C:40]([OH:42])=[O:41])=[CH:36][C:26]=4[CH2:27][CH2:28]3)=[N:23]2)[CH:17]=[CH:18][C:19]=1[C:20]#[N:21]. The catalyst class is: 83. (8) Reactant: [Cl:1][C:2]1[CH:7]=[CH:6][C:5]([NH:8][C:9]2[C:14]([N+:15]([O-])=O)=[CH:13][N:12]=[C:11]([NH:18][C:19]3[CH:20]=[N:21][N:22]([CH:24]4[CH2:29][CH2:28][O:27][CH2:26][CH2:25]4)[CH:23]=3)[N:10]=2)=[CH:4][C:3]=1[F:30]. Product: [Cl:1][C:2]1[CH:7]=[CH:6][C:5]([NH:8][C:9]2[C:14]([NH2:15])=[CH:13][N:12]=[C:11]([NH:18][C:19]3[CH:20]=[N:21][N:22]([CH:24]4[CH2:25][CH2:26][O:27][CH2:28][CH2:29]4)[CH:23]=3)[N:10]=2)=[CH:4][C:3]=1[F:30]. The catalyst class is: 19. (9) Reactant: [CH3:1][C:2]1[CH:3]=[C:4]([OH:27])[CH:5]=[CH:6][C:7]=1[C:8]1[N:12]([C:13]2[CH:18]=[CH:17][C:16]([S:19]([CH3:22])(=[O:21])=[O:20])=[CH:15][CH:14]=2)[N:11]=[C:10]([C:23]([F:26])([F:25])[F:24])[CH:9]=1.C(N(CC)CC)C.[F:35][C:36]([F:49])([F:48])[S:37](O[S:37]([C:36]([F:49])([F:48])[F:35])(=[O:39])=[O:38])(=[O:39])=[O:38].O. Product: [F:35][C:36]([F:49])([F:48])[S:37]([O:27][C:4]1[CH:5]=[CH:6][C:7]([C:8]2[N:12]([C:13]3[CH:18]=[CH:17][C:16]([S:19]([CH3:22])(=[O:21])=[O:20])=[CH:15][CH:14]=3)[N:11]=[C:10]([C:23]([F:24])([F:25])[F:26])[CH:9]=2)=[C:2]([CH3:1])[CH:3]=1)(=[O:39])=[O:38]. The catalyst class is: 4. (10) Reactant: [N:1]([CH2:4][C@H:5]1[C@H:11]([C:12]2[CH:17]=[CH:16][C:15]([Cl:18])=[C:14]([Cl:19])[CH:13]=2)[O:10][CH2:9][CH2:8][N:7]([C:20]([O:22][C:23]([CH3:26])([CH3:25])[CH3:24])=[O:21])[CH2:6]1)=[N+:2]=[N-:3].C(=O)([O-])[O-].[K+].[K+].[C:33]([O:39][CH3:40])(=[O:38])[CH2:34][C:35]([CH3:37])=O. Product: [Cl:19][C:14]1[CH:13]=[C:12]([C@@H:11]2[O:10][CH2:9][CH2:8][N:7]([C:20]([O:22][C:23]([CH3:26])([CH3:25])[CH3:24])=[O:21])[CH2:6][C@H:5]2[CH2:4][N:1]2[C:35]([CH3:37])=[C:34]([C:33]([O:39][CH3:40])=[O:38])[N:3]=[N:2]2)[CH:17]=[CH:16][C:15]=1[Cl:18]. The catalyst class is: 148.